From a dataset of Full USPTO retrosynthesis dataset with 1.9M reactions from patents (1976-2016). Predict the reactants needed to synthesize the given product. (1) Given the product [CH2:1]([O:3][C:4](=[O:21])[CH2:5][C@H:6]1[CH2:11][CH2:10][C@H:9]([C:12]2[CH:17]=[CH:16][C:15]([NH2:18])=[CH:14][CH:13]=2)[CH2:8][CH2:7]1)[CH3:2], predict the reactants needed to synthesize it. The reactants are: [CH2:1]([O:3][C:4](=[O:21])[CH:5]=[C:6]1[CH2:11][CH2:10][CH:9]([C:12]2[CH:17]=[CH:16][C:15]([N+:18]([O-])=O)=[CH:14][CH:13]=2)[CH2:8][CH2:7]1)[CH3:2]. (2) Given the product [Br:5][C:6]1[C:7]2[S:14](=[O:15])(=[O:16])[N:4]([CH:1]([CH3:3])[CH3:2])[C:12](=[NH:13])[C:8]=2[CH:9]=[CH:10][CH:11]=1, predict the reactants needed to synthesize it. The reactants are: [CH:1]([NH2:4])([CH3:3])[CH3:2].[Br:5][C:6]1[CH:11]=[CH:10][CH:9]=[C:8]([C:12]#[N:13])[C:7]=1[S:14](Cl)(=[O:16])=[O:15].O.